Dataset: Full USPTO retrosynthesis dataset with 1.9M reactions from patents (1976-2016). Task: Predict the reactants needed to synthesize the given product. (1) Given the product [C:18]([O:17][C:16]([NH:15][C@H:10]1[CH2:11][C@@H:12]([CH3:14])[CH2:13][N:8]([C:7]2[CH:6]=[CH:5][N:4]=[CH:3][C:2]=2[NH:1][C:46]([C:32]2[C:33]3=[N:34][CH:35]=[C:36]([C:40]4[CH:45]=[N:44][CH:43]=[N:42][CH:41]=4)[CH:37]=[C:38]3[O:39][C:31]=2[NH:30][C:28](=[O:29])[O:27][C:23]([CH3:25])([CH3:24])[CH3:26])=[O:47])[CH2:9]1)=[O:22])([CH3:21])([CH3:20])[CH3:19], predict the reactants needed to synthesize it. The reactants are: [NH2:1][C:2]1[CH:3]=[N:4][CH:5]=[CH:6][C:7]=1[N:8]1[CH2:13][C@H:12]([CH3:14])[CH2:11][C@H:10]([NH:15][C:16](=[O:22])[O:17][C:18]([CH3:21])([CH3:20])[CH3:19])[CH2:9]1.[C:23]([O:27][C:28]([NH:30][C:31]1[O:39][C:38]2[C:33](=[N:34][CH:35]=[C:36]([C:40]3[CH:41]=[N:42][CH:43]=[N:44][CH:45]=3)[CH:37]=2)[C:32]=1[C:46](O)=[O:47])=[O:29])([CH3:26])([CH3:25])[CH3:24].CCN(C(C)C)C(C)C.CN(C(ON1N=NC2C=CC=NC1=2)=[N+](C)C)C.F[P-](F)(F)(F)(F)F. (2) Given the product [CH3:9][O:8][C:6](=[O:7])[C:5]1[CH:4]=[CH:3][C:2]([O:1][CH2:6][C:5]2[CH:10]=[CH:11][CH:2]=[CH:3][CH:4]=2)=[CH:11][CH:10]=1, predict the reactants needed to synthesize it. The reactants are: [OH:1][C:2]1[CH:11]=[CH:10][C:5]([C:6]([O:8][CH3:9])=[O:7])=[CH:4][CH:3]=1.[H-].[Na+]. (3) Given the product [C:18]([O:22][C:23](=[O:24])[NH:15][C:11]1[S:12][CH2:13][CH2:14][C@:9]([C:7]2[CH:8]=[C:3]([Br:2])[CH:4]=[CH:5][C:6]=2[F:17])([CH3:16])[N:10]=1)([CH3:21])([CH3:20])[CH3:19], predict the reactants needed to synthesize it. The reactants are: Cl.[Br:2][C:3]1[CH:4]=[CH:5][C:6]([F:17])=[C:7]([C@:9]2([CH3:16])[CH2:14][CH2:13][S:12][C:11]([NH2:15])=[N:10]2)[CH:8]=1.[C:18]([O:22][C:23](O[C:23]([O:22][C:18]([CH3:21])([CH3:20])[CH3:19])=[O:24])=[O:24])([CH3:21])([CH3:20])[CH3:19]. (4) Given the product [O:19]1[C:15]2[CH:14]=[CH:13][N:12]=[C:11]([O:10][C:9]3[CH:20]=[CH:21][C:22]([C:23]4[C:28]([CH3:29])=[N:27][CH:26]=[CH:25][N:24]=4)=[C:7]([OH:6])[CH:8]=3)[C:16]=2[CH:17]=[CH:18]1, predict the reactants needed to synthesize it. The reactants are: B(Br)(Br)Br.C[O:6][C:7]1[CH:8]=[C:9]([CH:20]=[CH:21][C:22]=1[C:23]1[C:28]([CH3:29])=[N:27][CH:26]=[CH:25][N:24]=1)[O:10][C:11]1[C:16]2[CH:17]=[CH:18][O:19][C:15]=2[CH:14]=[CH:13][N:12]=1. (5) Given the product [F:1][C:2]1[CH:3]=[CH:4][CH:5]=[C:6]2[C:10]=1[N:9]([C@@H:36]([C:32]1[CH:33]=[CH:34][CH:35]=[C:30]([F:29])[CH:31]=1)[C@H:37]([OH:38])[CH2:39][OH:40])[C:8](=[O:11])[C:7]2([CH3:13])[CH3:12], predict the reactants needed to synthesize it. The reactants are: [F:1][C:2]1[CH:3]=[CH:4][CH:5]=[C:6]2[C:10]=1[NH:9][C:8](=[O:11])[C:7]2([CH3:13])[CH3:12].CN(C)C=O.C[Si]([N-][Si](C)(C)C)(C)C.[Li+].[F:29][C:30]1[CH:31]=[C:32]([CH:36]2[O:38][CH:37]2[CH2:39][OH:40])[CH:33]=[CH:34][CH:35]=1.Cl. (6) Given the product [F:14][C:15]1[CH:22]=[CH:21][CH:20]=[CH:19][C:16]=1[CH2:17][N:1]1[C:9]2[C:4](=[CH:5][CH:6]=[CH:7][CH:8]=2)[C:3]([C:10]([O:12][CH3:13])=[O:11])=[N:2]1, predict the reactants needed to synthesize it. The reactants are: [NH:1]1[C:9]2[C:4](=[CH:5][CH:6]=[CH:7][CH:8]=2)[C:3]([C:10]([O:12][CH3:13])=[O:11])=[N:2]1.[F:14][C:15]1[CH:22]=[CH:21][CH:20]=[CH:19][C:16]=1[CH2:17]Br.C(=O)([O-])[O-].[Cs+].[Cs+]. (7) Given the product [C:20]([N:13]1[C:14]2=[CH:15][C:7]3[N:6]=[C:4]([CH2:3][CH:2]([CH3:1])[CH3:19])[O:18][C:16](=[O:17])[C:8]=3[CH:9]=[C:10]2[CH:11]=[CH:12]1)(=[O:22])[CH3:21], predict the reactants needed to synthesize it. The reactants are: [CH3:1][CH:2]([CH3:19])[CH2:3][C:4]([NH:6][C:7]1[CH:15]=[C:14]2[C:10]([CH:11]=[CH:12][NH:13]2)=[CH:9][C:8]=1[C:16]([OH:18])=[O:17])=O.[C:20](OC(=O)C)(=[O:22])[CH3:21]. (8) Given the product [F:22][C:23]1[CH:30]=[C:29]([O:31][CH3:32])[CH:28]=[C:27]([F:33])[C:24]=1[CH2:25][N:13]1[C:12]2[CH:16]=[CH:17][CH:18]=[CH:19][C:11]=2[S:10](=[O:20])(=[O:21])[N:9]([C:4]2[CH:5]=[N:6][C:7]([CH3:8])=[C:2]([CH3:1])[CH:3]=2)[C:14]1=[O:15], predict the reactants needed to synthesize it. The reactants are: [CH3:1][C:2]1[CH:3]=[C:4]([N:9]2[C:14](=[O:15])[NH:13][C:12]3[CH:16]=[CH:17][CH:18]=[CH:19][C:11]=3[S:10]2(=[O:21])=[O:20])[CH:5]=[N:6][C:7]=1[CH3:8].[F:22][C:23]1[CH:30]=[C:29]([O:31][CH3:32])[CH:28]=[C:27]([F:33])[C:24]=1[CH2:25]Br.C([O-])([O-])=O.[K+].[K+].COC1C(C)=CC(N2C(=O)N(CC3C(F)=CC(F)=CC=3F)C3C=CC=CC=3S2(=O)=O)=CC=1C.